Dataset: Forward reaction prediction with 1.9M reactions from USPTO patents (1976-2016). Task: Predict the product of the given reaction. Given the reactants [Br:1][C:2]1[CH:3]=[C:4]([C:14]([OH:16])=O)[CH:5]=[N:6][C:7]=1[O:8][CH2:9][C:10]([F:13])([F:12])[F:11].[F:17][C:18]([F:27])([F:26])[C:19]1[N:23]=[C:22]([CH2:24][NH2:25])[O:21][N:20]=1, predict the reaction product. The product is: [Br:1][C:2]1[C:7]([O:8][CH2:9][C:10]([F:11])([F:12])[F:13])=[N:6][CH:5]=[C:4]([CH:3]=1)[C:14]([NH:25][CH2:24][C:22]1[O:21][N:20]=[C:19]([C:18]([F:27])([F:26])[F:17])[N:23]=1)=[O:16].